Binary Classification. Given a T-cell receptor sequence (or CDR3 region) and an epitope sequence, predict whether binding occurs between them. From a dataset of TCR-epitope binding with 47,182 pairs between 192 epitopes and 23,139 TCRs. (1) The epitope is ARMILMTHF. The TCR CDR3 sequence is CASSFNGNSPLHF. Result: 0 (the TCR does not bind to the epitope). (2) The epitope is RLRAEAQVK. The TCR CDR3 sequence is CSVDLEANYGYTF. Result: 1 (the TCR binds to the epitope).